Predict the reactants needed to synthesize the given product. From a dataset of Full USPTO retrosynthesis dataset with 1.9M reactions from patents (1976-2016). (1) Given the product [CH3:4][O:5][C:6]1[CH:14]=[CH:13][CH:12]=[C:11]2[C:7]=1[CH2:8][C:9](=[O:15])[NH:10]2, predict the reactants needed to synthesize it. The reactants are: O.NN.[CH3:4][O:5][C:6]1[CH:14]=[CH:13][CH:12]=[C:11]2[C:7]=1[C:8](=O)[C:9](=[O:15])[NH:10]2.C([O-])(=O)C.[Na+]. (2) Given the product [F:18][C:10]1[C:9]([C:19]#[C:20][C:21]2([OH:30])[CH2:22][CH:23]([CH2:25][OH:26])[CH2:24]2)=[CH:8][C:7]2[C:6]3[N:16]([CH2:15][CH2:14][O:13][C:12]=2[CH:11]=1)[CH:17]=[C:4]([C:1]([NH2:2])=[O:3])[N:5]=3, predict the reactants needed to synthesize it. The reactants are: [C:1]([C:4]1[N:5]=[C:6]2[N:16]([CH:17]=1)[CH2:15][CH2:14][O:13][C:12]1[C:7]2=[CH:8][C:9]([C:19]#[C:20][C:21]2([OH:30])[CH2:24][CH:23]([C:25](OCC)=[O:26])[CH2:22]2)=[C:10]([F:18])[CH:11]=1)(=[O:3])[NH2:2].CC(C[AlH]CC(C)C)C. (3) Given the product [Br:7][C:8]1[N:12]([C@H:13]2[O:25][C@@H:24]([CH2:26][OH:27])[C@H:19]([OH:20])[C@@H:14]2[OH:15])[C:11]2[CH:31]=[C:32]([Cl:36])[C:33]([Cl:35])=[CH:34][C:10]=2[N:9]=1, predict the reactants needed to synthesize it. The reactants are: C(=O)([O-])[O-].[Na+].[Na+].[Br:7][C:8]1[N:12]([C@H:13]2[O:25][C@@H:24]([CH2:26][O:27]C(=O)C)[C@H:19]([O:20]C(=O)C)[C@@H:14]2[O:15]C(=O)C)[C:11]2[CH:31]=[C:32]([Cl:36])[C:33]([Cl:35])=[CH:34][C:10]=2[N:9]=1.O.C(O)(=O)C.